This data is from Experimentally validated miRNA-target interactions with 360,000+ pairs, plus equal number of negative samples. The task is: Binary Classification. Given a miRNA mature sequence and a target amino acid sequence, predict their likelihood of interaction. (1) The miRNA is hsa-miR-218-5p with sequence UUGUGCUUGAUCUAACCAUGU. The protein sequence of the target gene is MALSRGLPRELAEAVSGGRVLVVGAGGIGCELLKNLVLTGFSHIDLIDLDTIDVSNLNRQFLFQKKHVGRSKAQVAKESVLQFHPQANIEAHHDSIMNPDYNVEFFRQFILVMNALDNRAARNHVNRMCLAADVPLIESGTAGYLGQVTTIKKGVTECYECHPKPTQRTFPGCTIRNTPSEPIHCIVWAKYLFNQLFGEEDADQEVSPDRADPEAAWEPTEAEARARASNEDGDIKRISTKEWAKSTGYDPVKLFTKLFKDDIRYLLTMDKLWRKRKPPVPLDWAEVQSQGEANADQQNE.... Result: 0 (no interaction). (2) The miRNA is hsa-miR-2277-3p with sequence UGACAGCGCCCUGCCUGGCUC. The protein sequence of the target gene is MSFRKVVRQSKFRHVFGQPVKNDQCYEDIRVSRVTWDSTFCAVNPKFLAVIVEASGGGAFLVLPLSKTGRIDKAYPTVCGHTGPVLDIDWCPHNDEVIASGSEDCTVMVWQIPENGLTSPLTEPVVVLEGHTKRVGIIAWHPTARNVLLSAGCDNVVLIWNVGTAEELYRLDSLHPDLIYNVSWNHNGSLFCSACKDKSVRIIDPRRGTLVAEREKAHEGARPMRAIFLADGKVFTTGFSRMSERQLALWDPENLEEPMALQELDSSNGALLPFYDPDTSVVYVCGKGDSSIRYFEITEE.... Result: 0 (no interaction). (3) The miRNA is hsa-miR-383-5p with sequence AGAUCAGAAGGUGAUUGUGGCU. The protein sequence of the target gene is MAVDLLAARGTEPVTFRDVAVSFSQDEWLHLDPAQRSLYREVMLENYSNLASLGFQASIPPVIGKLQKGQDPCMEREAPEDTCLDFEIWPEIEALPPKQDVLTKETSHGLIKNGSTKCVYWKISFGELVKTECRDIAQEQEKKVHGPGAESPKETTSEDGTPTGFEPEKPLFISKALVSQEGDPTESVPATYHTSEKDLPQDFDLMRSFQMYPGQKPHVCSECGKGFTQSLHLLEHKRLHTGEKPYKCSECGKSFSHRSSLLAHQRTHTGEKPYKCSECEKAFGSSSTLIKHLRVHTGEK.... Result: 0 (no interaction).